Dataset: Forward reaction prediction with 1.9M reactions from USPTO patents (1976-2016). Task: Predict the product of the given reaction. (1) Given the reactants C(O[C:9]([N:11]1[CH2:21][CH2:20][C:14]2([CH:16]([C:17]([OH:19])=O)[CH2:15]2)[CH2:13][CH2:12]1)=O)C1C=CC=CC=1.[O:22]1[CH2:27][CH2:26][CH:25]([N:28]2[CH2:33][CH2:32][NH:31][CH2:30][CH2:29]2)[CH2:24][CH2:23]1.Cl.Cl.[CH:36]1(N2CCNCC2)[CH2:39]C[CH2:37]1.C1(=O)CCC1, predict the reaction product. The product is: [CH:9]1([N:11]2[CH2:12][CH2:13][C:14]3([CH:16]([C:17]([N:31]4[CH2:32][CH2:33][N:28]([CH:25]5[CH2:26][CH2:27][O:22][CH2:23][CH2:24]5)[CH2:29][CH2:30]4)=[O:19])[CH2:15]3)[CH2:20][CH2:21]2)[CH2:39][CH2:36][CH2:37]1. (2) Given the reactants [Si:1]([O:8][CH2:9][C@H:10]1[CH2:14][C@@H:13]([NH2:15])[C@H:12]([N:16]2[CH2:21][CH2:20][CH:19]([CH2:22][C:23]3[CH:28]=[CH:27][C:26]([Cl:29])=[CH:25][CH:24]=3)[CH2:18][CH2:17]2)[CH2:11]1)([C:4]([CH3:7])([CH3:6])[CH3:5])([CH3:3])[CH3:2].[N:30]([C:33]1[CH:34]=[C:35]([O:43][CH3:44])[C:36]([O:41][CH3:42])=[C:37]([O:39][CH3:40])[CH:38]=1)=[C:31]=[O:32], predict the reaction product. The product is: [Si:1]([O:8][CH2:9][C@H:10]1[CH2:14][C@@H:13]([NH:15][C:31]([NH:30][C:33]2[CH:38]=[C:37]([O:39][CH3:40])[C:36]([O:41][CH3:42])=[C:35]([O:43][CH3:44])[CH:34]=2)=[O:32])[C@H:12]([N:16]2[CH2:17][CH2:18][CH:19]([CH2:22][C:23]3[CH:24]=[CH:25][C:26]([Cl:29])=[CH:27][CH:28]=3)[CH2:20][CH2:21]2)[CH2:11]1)([C:4]([CH3:6])([CH3:7])[CH3:5])([CH3:3])[CH3:2]. (3) Given the reactants [F:1][C:2]1[CH:8]=[CH:7][C:6]([F:9])=[CH:5][C:3]=1[NH2:4].[C:10](Cl)(=[O:19])[CH:11]=[CH:12]C1C=CC=CC=1.Cl.[Cl-].[Al+3].[Cl-].[Cl-], predict the reaction product. The product is: [F:9][C:6]1[CH:7]=[CH:8][C:2]([F:1])=[C:3]2[C:5]=1[CH:12]=[CH:11][C:10](=[O:19])[NH:4]2. (4) Given the reactants [N:1]1[CH:6]=[CH:5][C:4]([CH:7]([CH3:13])[C:8]([O:10][CH2:11][CH3:12])=[O:9])=[CH:3][CH:2]=1.[Br:14]N1C(=O)CCC1=O, predict the reaction product. The product is: [Br:14][C:7]([C:4]1[CH:5]=[CH:6][N:1]=[CH:2][CH:3]=1)([CH3:13])[C:8]([O:10][CH2:11][CH3:12])=[O:9]. (5) Given the reactants [C:1]([C@:3]1([OH:10])[CH2:7][CH2:6][N:5]([CH3:8])[C:4]1=[O:9])#[CH:2].Br[C:12]1[CH:13]=[CH:14][C:15]2[O:21][CH2:20][CH2:19][N:18]3[C:22]([CH2:28][N:29]4[C:33]5[CH:34]=[CH:35][CH:36]=[CH:37][C:32]=5[N:31]=[C:30]4[CH3:38])=[C:23]([C:25]([NH2:27])=[O:26])[N:24]=[C:17]3[C:16]=2[CH:39]=1, predict the reaction product. The product is: [OH:10][C@@:3]1([C:1]#[C:2][C:12]2[CH:13]=[CH:14][C:15]3[O:21][CH2:20][CH2:19][N:18]4[C:22]([CH2:28][N:29]5[C:33]6[CH:34]=[CH:35][CH:36]=[CH:37][C:32]=6[N:31]=[C:30]5[CH3:38])=[C:23]([C:25]([NH2:27])=[O:26])[N:24]=[C:17]4[C:16]=3[CH:39]=2)[CH2:7][CH2:6][N:5]([CH3:8])[C:4]1=[O:9]. (6) Given the reactants [CH3:1][CH2:2][C@@:3]1([OH:31])[C:8](=[O:9])[O:7][CH2:6][C:5]2[C:10]([N:12]3[C:29](=[CH:30][C:4]1=2)[C:28]1[N:27]=[C:17]2[CH:18]=[CH:19][C:20]([OH:26])=[C:21]([CH2:22][N:23]([CH3:25])[CH3:24])[C:16]2=[CH:15][C:14]=1[CH2:13]3)=[O:11].Cl.[Na].N[C@H](C(O)=O)CS(=O)(O)=O, predict the reaction product. The product is: [CH3:1][CH2:2][C@@:3]1([OH:31])[C:8](=[O:9])[O:7][CH2:6][C:5]2[C:10]([N:12]3[C:29](=[CH:30][C:4]1=2)[C:28]1[N:27]=[C:17]2[CH:18]=[CH:19][C:20]([OH:26])=[C:21]([CH2:22][N:23]([CH3:24])[CH3:25])[C:16]2=[CH:15][C:14]=1[CH2:13]3)=[O:11]. (7) Given the reactants [C:1]12([NH:11][CH2:12][C:13]3[CH:18]=[CH:17][C:16](/[CH:19]=[CH:20]/[C:21](O)=[O:22])=[CH:15][CH:14]=3)[CH2:10][CH:5]3[CH2:6][CH:7]([CH2:9][CH:3]([CH2:4]3)[CH2:2]1)[CH2:8]2.Cl.CN(C)CCCN=C=NCC.O[N:37]1[C:41]2[CH:42]=[CH:43][CH:44]=[CH:45][C:40]=2[N:39]=N1.C1(N)C=CC=CC=1N.C(N(CC)CC)C, predict the reaction product. The product is: [NH2:37][C:41]1[CH:42]=[CH:43][CH:44]=[CH:45][C:40]=1[NH:39][C:21](=[O:22])/[CH:20]=[CH:19]/[C:16]1[CH:17]=[CH:18][C:13]([CH2:12][NH:11][C:1]23[CH2:10][CH:5]4[CH2:4][CH:3]([CH2:9][CH:7]([CH2:6]4)[CH2:8]2)[CH2:2]3)=[CH:14][CH:15]=1.